This data is from Reaction yield outcomes from USPTO patents with 853,638 reactions. The task is: Predict the reaction yield, written as a fraction of the theoretical maximum amount of product (1.0 means a 100% yield; for example, 0.34 means a 34% yield). The reactants are Br[C:2]1[CH:7]=[CH:6][C:5]([C@@H:8]([NH:16][CH3:17])[CH2:9][N:10]2[CH2:15][CH2:14][O:13][CH2:12][CH2:11]2)=[CH:4][CH:3]=1.[O:18]([C:20]1[CH:21]=[C:22](B(O)O)[CH:23]=[CH:24][CH:25]=1)[CH3:19].C([O-])([O-])=O.[K+].[K+].C(Cl)Cl. The catalyst is O1CCOCC1.O.C1C=CC(P(C2C=CC=CC=2)[C-]2C=CC=C2)=CC=1.C1C=CC(P(C2C=CC=CC=2)[C-]2C=CC=C2)=CC=1.Cl[Pd]Cl.[Fe+2]. The product is [CH3:17][NH:16][C@H:8]([C:5]1[CH:6]=[CH:7][C:2]([C:24]2[CH:23]=[CH:22][CH:21]=[C:20]([O:18][CH3:19])[CH:25]=2)=[CH:3][CH:4]=1)[CH2:9][N:10]1[CH2:15][CH2:14][O:13][CH2:12][CH2:11]1. The yield is 0.850.